This data is from Reaction yield outcomes from USPTO patents with 853,638 reactions. The task is: Predict the reaction yield, written as a fraction of the theoretical maximum amount of product (1.0 means a 100% yield; for example, 0.34 means a 34% yield). (1) The reactants are Br.[F:2][CH:3]([F:20])[O:4][C:5]1[N:9]([CH3:10])[N:8]=[C:7]([C:11]([F:14])([F:13])[F:12])[C:6]=1[CH2:15][S:16][C:17](=N)[NH2:18].C(=O)([O-])[O-].[K+].[K+].O.C(S(C1[CH2:37][C:36]([CH3:39])([CH3:38])[O:35]N=1)(=O)=O)C. The catalyst is C(O)C.CN(C)C=O. The product is [F:2][CH:3]([F:20])[O:4][C:5]1[N:9]([CH3:10])[N:8]=[C:7]([C:11]([F:14])([F:13])[F:12])[C:6]=1[CH2:15][S:16][C:17]1[CH2:37][C:36]([CH3:39])([CH3:38])[O:35][N:18]=1. The yield is 0.861. (2) The reactants are [N+:1]([C:4]1[CH:9]=[CH:8][C:7]([C:10]2[N:11]=[C:12]([C:15]([O:17][CH2:18][CH3:19])=[O:16])[S:13][CH:14]=2)=[CH:6][CH:5]=1)([O-])=O.[H][H]. The catalyst is CCO.CCOC(C)=O.[Pd]. The product is [NH2:1][C:4]1[CH:5]=[CH:6][C:7]([C:10]2[N:11]=[C:12]([C:15]([O:17][CH2:18][CH3:19])=[O:16])[S:13][CH:14]=2)=[CH:8][CH:9]=1. The yield is 1.00.